From a dataset of Peptide-MHC class I binding affinity with 185,985 pairs from IEDB/IMGT. Regression. Given a peptide amino acid sequence and an MHC pseudo amino acid sequence, predict their binding affinity value. This is MHC class I binding data. The peptide sequence is RPAIVVPAF. The MHC is HLA-B39:01 with pseudo-sequence HLA-B39:01. The binding affinity (normalized) is 0.269.